This data is from NCI-60 drug combinations with 297,098 pairs across 59 cell lines. The task is: Regression. Given two drug SMILES strings and cell line genomic features, predict the synergy score measuring deviation from expected non-interaction effect. (1) Drug 1: C1=CC(=CC=C1CC(C(=O)O)N)N(CCCl)CCCl.Cl. Drug 2: CC1=C(C(=CC=C1)Cl)NC(=O)C2=CN=C(S2)NC3=CC(=NC(=N3)C)N4CCN(CC4)CCO. Cell line: HS 578T. Synergy scores: CSS=8.84, Synergy_ZIP=-3.50, Synergy_Bliss=3.05, Synergy_Loewe=-6.57, Synergy_HSA=0.269. (2) Drug 1: C1=NC2=C(N=C(N=C2N1C3C(C(C(O3)CO)O)O)F)N. Drug 2: CCN(CC)CCCC(C)NC1=C2C=C(C=CC2=NC3=C1C=CC(=C3)Cl)OC. Cell line: HOP-62. Synergy scores: CSS=35.9, Synergy_ZIP=-9.79, Synergy_Bliss=-10.2, Synergy_Loewe=-7.30, Synergy_HSA=-7.01. (3) Drug 1: CCN(CC)CCNC(=O)C1=C(NC(=C1C)C=C2C3=C(C=CC(=C3)F)NC2=O)C. Drug 2: C1=NNC2=C1C(=O)NC=N2. Cell line: T-47D. Synergy scores: CSS=4.65, Synergy_ZIP=-3.54, Synergy_Bliss=-0.0539, Synergy_Loewe=0.534, Synergy_HSA=1.04.